This data is from Reaction yield outcomes from USPTO patents with 853,638 reactions. The task is: Predict the reaction yield, written as a fraction of the theoretical maximum amount of product (1.0 means a 100% yield; for example, 0.34 means a 34% yield). (1) The reactants are [O:1]1CCO[CH:2]1[C:6]1[S:10][CH:9]=[C:8]([CH:11]2[C:20]3[C:15](=[CH:16][CH:17]=[CH:18][CH:19]=3)[CH2:14][CH2:13][N:12]2[C:21]([O:23][C:24]([CH3:27])([CH3:26])[CH3:25])=[O:22])[CH:7]=1. The catalyst is CC(C)=O. The product is [CH:2]([C:6]1[S:10][CH:9]=[C:8]([CH:11]2[C:20]3[C:15](=[CH:16][CH:17]=[CH:18][CH:19]=3)[CH2:14][CH2:13][N:12]2[C:21]([O:23][C:24]([CH3:27])([CH3:26])[CH3:25])=[O:22])[CH:7]=1)=[O:1]. The yield is 0.910. (2) The reactants are FC(F)(F)C1C=CC(C2C=CC=C(COC3C=CC(C4(CC(OCC)=O)COC4)=CC=3)C=2)=CC=1.[OH:35][C:36]1[CH:41]=[CH:40][C:39]([C:42]2([CH2:46][C:47]([O:49][CH2:50][CH3:51])=[O:48])[CH2:45][O:44][CH2:43]2)=[CH:38][CH:37]=1.[CH3:52][O:53][C:54]1[CH:61]=[CH:60][C:57]([CH2:58]Br)=[CH:56][C:55]=1[C:62]([F:65])([F:64])[F:63]. No catalyst specified. The product is [CH3:52][O:53][C:54]1[CH:61]=[CH:60][C:57]([CH2:58][O:35][C:36]2[CH:41]=[CH:40][C:39]([C:42]3([CH2:46][C:47]([O:49][CH2:50][CH3:51])=[O:48])[CH2:43][O:44][CH2:45]3)=[CH:38][CH:37]=2)=[CH:56][C:55]=1[C:62]([F:63])([F:65])[F:64]. The yield is 0.770. (3) The reactants are [OH-:1].[K+].[O:3]=[C:4]1[CH2:9][CH2:8][N:7]([C:10]([O:12][CH2:13][CH3:14])=[O:11])[CH2:6][CH2:5]1.[C:15](O)(=[O:17])C.[C:19](O)(=O)C.IC1C=CC=CC=1.C(OCC)(=O)C. The catalyst is CO. The product is [OH:1][CH:9]1[C:4]([O:17][CH3:15])([O:3][CH3:19])[CH2:5][CH2:6][N:7]([C:10]([O:12][CH2:13][CH3:14])=[O:11])[CH2:8]1. The yield is 0.660.